Task: Predict the reaction yield, written as a fraction of the theoretical maximum amount of product (1.0 means a 100% yield; for example, 0.34 means a 34% yield).. Dataset: Reaction yield outcomes from USPTO patents with 853,638 reactions (1) The reactants are [O:1]=[C:2]1[CH2:11][CH2:10][C:9]2[C:4](=[CH:5][CH:6]=[C:7]([O:12][CH:13]3[CH2:18][CH2:17][N:16]([C:19]([O:21][C:22]([CH3:25])([CH3:24])[CH3:23])=[O:20])[CH2:15][CH2:14]3)[CH:8]=2)[NH:3]1.[F:26][C:27]1[CH:32]=[CH:31][C:30](I)=[CH:29][CH:28]=1.CN[C@@H]1CCCC[C@H]1NC.C(=O)([O-])[O-].[Cs+].[Cs+]. The catalyst is C1(C)C=CC=CC=1.[Cu](I)I. The product is [F:26][C:27]1[CH:32]=[CH:31][C:30]([N:3]2[C:4]3[C:9](=[CH:8][C:7]([O:12][CH:13]4[CH2:18][CH2:17][N:16]([C:19]([O:21][C:22]([CH3:25])([CH3:24])[CH3:23])=[O:20])[CH2:15][CH2:14]4)=[CH:6][CH:5]=3)[CH2:10][CH2:11][C:2]2=[O:1])=[CH:29][CH:28]=1. The yield is 0.990. (2) The reactants are O[CH2:2][C:3]1[N:7]([CH2:8][CH:9]([OH:11])[CH3:10])[N:6]=[C:5]([N+:12]([O-:14])=[O:13])[CH:4]=1.P(Br)(Br)([Br:17])=O. The catalyst is C(Cl)(Cl)Cl. The product is [Br:17][CH2:2][C:3]1[N:7]([CH2:8][CH:9]([OH:11])[CH3:10])[N:6]=[C:5]([N+:12]([O-:14])=[O:13])[CH:4]=1. The yield is 0.620.